Binary Classification. Given a miRNA mature sequence and a target amino acid sequence, predict their likelihood of interaction. From a dataset of Experimentally validated miRNA-target interactions with 360,000+ pairs, plus equal number of negative samples. (1) The miRNA is dre-miR-200a-3p with sequence UAACACUGUCUGGUAACGAUGU. The protein sequence of the target gene is MAVAGQLCLLYLSAGLLARLGTAFNLDTREDNVIRKSGDPGSLFGFSLAMHWQLQPEDKRLLLVGAPRAEALPLQRANRTGGLYSCDITSRGPCTRIEFDNDADPMSESKEDQWMGVTVQSQGPGGKVVTCAHRYEKRQHVNTKQESRDIFGRCYVLSQNLRIEDDMDGGDWSFCDGRLRGHEKFGSCQQGVAATFTKDFHYIVFGAPGTYNWKGIVRVEQKNNTFFDMNIFEDGPYEVGGETDHDESLVPVPANSYLGFSLDSGKGIVSKDDITFVSGAPRANHSGAVVLLKRDMKSAH.... Result: 0 (no interaction). (2) The miRNA is mmu-miR-3086-3p with sequence CCCAAUGAGCCUACAGUCUAAG. The protein sequence of the target gene is MSCCDLAAAGQLGKASIMASDCEPALNQAEGRNPTLERYLGALREAKNDSEQFAALLLVTKAVKAGDIDAKTRRRIFDAVGFTFPNRLLTTKEAPDGCPDHVLRALGVALLACFCSDPELAAHPQVLNKIPILSTFLTARGDPDDAARRSMIDDTYQCLTAVAGTPRGPRHLIAGGTVSALCQAYLGHGYGFDQALALLVGLLAAAETQCWKEAEPDLLAVLRGLSEDFQKAEDASKFELCQLLPLFLPPTTVPPECYRDLQAGLARILGSKLSSWQRNPALKLAARLAHACGSDWIPAG.... Result: 0 (no interaction). (3) The miRNA is mmu-miR-5099 with sequence UUAGAUCGAUGUGGUGCUCC. The protein sequence of the target gene is MSLVPATNYIYTPLNQLKGGTIVNVYGVVKFFKPPYLSKGTDYCSVVTIVDQTNVKLTCLLFSGNYEALPIIYKNGDIVRFHRLKIQVYKKETQGITSSGFASLTFEGTLGAPIIPRTSSKYFNFTTEDHKMVEALRVWASTHMSPSWTLLKLCDVQPMQYFDLTCQLLGKAEVDGASFLLKVWDGTRTPFPSWRVLIQDLVLEGDLSHIHRLQNLTIDILVYDNHVHVARSLKVGSFLRIYSLHTKLQSMNSENQTMLSLEFHLHGGTSYGRGIRVLPESNSDVDQLKKDLESANLTAN.... Result: 0 (no interaction).